From a dataset of Hepatocyte clearance measurements from AstraZeneca. Regression/Classification. Given a drug SMILES string, predict its absorption, distribution, metabolism, or excretion properties. Task type varies by dataset: regression for continuous measurements (e.g., permeability, clearance, half-life) or binary classification for categorical outcomes (e.g., BBB penetration, CYP inhibition). For this dataset (clearance_hepatocyte_az), we predict log10(clearance) (log10 of the in vitro intrinsic clearance, CLint, in uL/min per 10^6 hepatocytes; values are censored to the assay range of 3 to 150, which is 0.477 to 2.18 on this log10 scale). (1) The drug is CC(C)(C)NS(=O)(=O)c1cncc(-c2ccc3nc(NC(=O)NCC(=O)N4CCOCC4)nn3c2)c1. The log10(clearance) is 0.700. (2) The molecule is CC(C)NCC(O)COc1ccc(COCCOC(C)C)cc1. The log10(clearance) is 1.40. (3) The drug is Nc1cc(C(F)(F)F)c(-c2cc(N3CCOCC3)nc(N3CCOCC3)n2)cn1. The log10(clearance) is 1.20. (4) The log10(clearance) is 0.480. The molecule is C[C@@H](NC(=O)C1CCNCC1)c1ccc(Nc2ncc3cc(-c4ccncc4)ccc3n2)cc1. (5) The compound is Cc1cccc(CN2CCC3(CC2)CCN(C(=O)c2ccccc2)CC3)c1. The log10(clearance) is 1.01. (6) The drug is O=C(O)COc1ccc(Cl)cc1CN1CCC(S(=O)(=O)c2ccccc2)CC1. The log10(clearance) is 0.480. (7) The molecule is O=C(N[C@H](Cc1ccc(Cl)cc1)C(=O)N1CCC(Cn2cncn2)(C2CCCCC2)CC1)[C@H]1Cc2ccccc2CN1. The log10(clearance) is 1.61. (8) The compound is Cc1c(-c2ccc(O)cc2)n(Cc2ccc(OCCN3CCCCCC3)cc2)c2ccc(O)cc12. The log10(clearance) is 1.55. (9) The compound is CCC(CC)NC(=O)c1cnn(Cc2ccccc2)c1NS(=O)(=O)c1ccc(C)cc1. The log10(clearance) is 1.08.